Dataset: Full USPTO retrosynthesis dataset with 1.9M reactions from patents (1976-2016). Task: Predict the reactants needed to synthesize the given product. (1) Given the product [Cl:1][C:2]1[C:7]([C:8]2[CH:13]=[CH:12][CH:11]=[CH:10][CH:9]=2)=[N:6][N:5]=[C:4]2[NH:14][N:15]=[C:16]([I:17])[C:3]=12, predict the reactants needed to synthesize it. The reactants are: [Cl:1][C:2]1[C:7]([C:8]2[CH:13]=[CH:12][CH:11]=[CH:10][CH:9]=2)=[N:6][N:5]=[C:4]2[NH:14][N:15]=[CH:16][C:3]=12.[I:17]N1C(=O)CCC1=O. (2) The reactants are: [CH2:1]([C:3]1[CH:8]=[C:7]([C:9]2[N:13]=[C:12]([C:14]3[CH:19]=[C:18]([CH3:20])[N:17]=[C:16]([CH2:21][CH:22]([CH3:24])[CH3:23])[CH:15]=3)[O:11][N:10]=2)[CH:6]=[C:5]([CH3:25])[C:4]=1[OH:26])[CH3:2].[CH3:27][C:28]1([CH3:40])[O:33][CH2:32][CH:31]([CH2:34]OS(C)(=O)=O)[CH2:30][O:29]1. Given the product [CH3:27][C:28]1([CH3:40])[O:33][CH2:32][CH:31]([CH2:34][O:26][C:4]2[C:5]([CH3:25])=[CH:6][C:7]([C:9]3[N:13]=[C:12]([C:14]4[CH:19]=[C:18]([CH3:20])[N:17]=[C:16]([CH2:21][CH:22]([CH3:23])[CH3:24])[CH:15]=4)[O:11][N:10]=3)=[CH:8][C:3]=2[CH2:1][CH3:2])[CH2:30][O:29]1, predict the reactants needed to synthesize it. (3) Given the product [S:11]1[C:15]2[CH:16]=[CH:17][CH:18]=[CH:19][C:14]=2[C:13]([CH:20]([NH:22][C:8](=[O:10])[CH2:7][CH2:6][C:2]2[O:1][CH:5]=[CH:4][CH:3]=2)[CH3:21])=[CH:12]1, predict the reactants needed to synthesize it. The reactants are: [O:1]1[CH:5]=[CH:4][CH:3]=[C:2]1[CH2:6][CH2:7][C:8]([OH:10])=O.[S:11]1[C:15]2[CH:16]=[CH:17][CH:18]=[CH:19][C:14]=2[C:13]([CH:20]([NH2:22])[CH3:21])=[CH:12]1.Cl.C(N=C=NCCCN(C)C)C.ON1C2C=CC=CC=2N=N1. (4) Given the product [CH3:1][O:2][C:3](=[O:15])[CH2:4][C:5]1[C:13]2[C:8](=[N:9][CH:10]=[CH:11][CH:12]=2)[N:7]([CH:35]([C:37]2[CH:38]=[CH:39][C:40]([S:43]([CH3:46])(=[O:44])=[O:45])=[CH:41][CH:42]=2)[CH3:36])[C:6]=1[CH3:14], predict the reactants needed to synthesize it. The reactants are: [CH3:1][O:2][C:3](=[O:15])[CH2:4][C:5]1[C:13]2[C:8](=[N:9][CH:10]=[CH:11][CH:12]=2)[NH:7][C:6]=1[CH3:14].CCN(P1(N(C)CCCN1C)=NC(C)(C)C)CC.Br[CH:35]([C:37]1[CH:42]=[CH:41][C:40]([S:43]([CH3:46])(=[O:45])=[O:44])=[CH:39][CH:38]=1)[CH3:36].[I-].[Na+]. (5) The reactants are: [NH:1]1[C:5]2[CH:6]=[CH:7][CH:8]=[C:9]([CH2:10][N:11]3[C:15]4[CH:16]=[CH:17][CH:18]=[CH:19][C:14]=4[N:13]([CH:20]4[CH2:25][CH2:24][N:23]([C:26]5[CH:31]=[C:30]([Cl:32])[CH:29]=[CH:28][C:27]=5[N+:33]([O-:35])=[O:34])[CH2:22][CH2:21]4)[C:12]3=[NH:36])[C:4]=2[N:3]=[N:2]1.[CH3:37][C:38]([O:41][C:42](O[C:42]([O:41][C:38]([CH3:40])([CH3:39])[CH3:37])=[O:43])=[O:43])([CH3:40])[CH3:39]. Given the product [C:38]([O:41][C:42]([N:1]1[C:5]2[CH:6]=[CH:7][CH:8]=[C:9]([CH2:10][N:11]3[C:15]4[CH:16]=[CH:17][CH:18]=[CH:19][C:14]=4[N:13]([CH:20]4[CH2:25][CH2:24][N:23]([C:26]5[CH:31]=[C:30]([Cl:32])[CH:29]=[CH:28][C:27]=5[N+:33]([O-:35])=[O:34])[CH2:22][CH2:21]4)[C:12]3=[N:36][C:42]([O:41][C:38]([CH3:40])([CH3:39])[CH3:37])=[O:43])[C:4]=2[N:3]=[N:2]1)=[O:43])([CH3:40])([CH3:39])[CH3:37], predict the reactants needed to synthesize it.